This data is from Catalyst prediction with 721,799 reactions and 888 catalyst types from USPTO. The task is: Predict which catalyst facilitates the given reaction. (1) Reactant: Br[C:2]1[CH:3]=[CH:4][C:5]2[O:9][C:8]([C:14]3[CH:19]=[C:18]([Cl:20])[CH:17]=[C:16]([Cl:21])[CH:15]=3)([C:10]([F:13])([F:12])[F:11])[CH2:7][C:6]=2[CH:22]=1.[B:23]1([B:23]2[O:27][C:26]([CH3:29])([CH3:28])[C:25]([CH3:31])([CH3:30])[O:24]2)[O:27][C:26]([CH3:29])([CH3:28])[C:25]([CH3:31])([CH3:30])[O:24]1.CC([O-])=O.[K+]. Product: [Cl:21][C:16]1[CH:15]=[C:14]([C:8]2([C:10]([F:13])([F:12])[F:11])[CH2:7][C:6]3[CH:22]=[C:2]([B:23]4[O:27][C:26]([CH3:29])([CH3:28])[C:25]([CH3:31])([CH3:30])[O:24]4)[CH:3]=[CH:4][C:5]=3[O:9]2)[CH:19]=[C:18]([Cl:20])[CH:17]=1. The catalyst class is: 75. (2) Reactant: [NH:1]1[CH2:6][CH2:5][CH2:4][C@@H:3]([C:7]([N:9]2[CH2:13][CH2:12][CH2:11][CH2:10]2)=[O:8])[CH2:2]1.C(N(C(C)C)CC)(C)C.Cl[C:24]1[N:29]=[C:28]([NH2:30])[C:27]([N+:31]([O-:33])=[O:32])=[CH:26][CH:25]=1. Product: [NH2:30][C:28]1[N:29]=[C:24]([N:1]2[CH2:6][CH2:5][CH2:4][C@@H:3]([C:7]([N:9]3[CH2:10][CH2:11][CH2:12][CH2:13]3)=[O:8])[CH2:2]2)[CH:25]=[CH:26][C:27]=1[N+:31]([O-:33])=[O:32]. The catalyst class is: 9. (3) Reactant: [N+](=[CH:3][Si](C)(C)C)=[N-].[OH:8][CH2:9][CH:10]([C:15]1[CH:20]=[C:19]([C:21]([F:24])([F:23])[F:22])[CH:18]=[C:17]([C:25]([F:28])([F:27])[F:26])[CH:16]=1)[C:11]([O:13][CH3:14])=[O:12].F[B-](F)(F)F.[H+].O. Product: [CH3:3][O:8][CH2:9][CH:10]([C:15]1[CH:16]=[C:17]([C:25]([F:26])([F:27])[F:28])[CH:18]=[C:19]([C:21]([F:23])([F:22])[F:24])[CH:20]=1)[C:11]([O:13][CH3:14])=[O:12]. The catalyst class is: 4. (4) Reactant: [CH3:1][S:2](Cl)(=[O:4])=[O:3].[NH2:6][CH:7]1[CH:13]([C:14]2[CH:19]=[CH:18][C:17]([Cl:20])=[C:16]([Cl:21])[CH:15]=2)[O:12][CH2:11][CH2:10][N:9]([C:22]([O:24][C:25]([CH3:28])([CH3:27])[CH3:26])=[O:23])[CH2:8]1.C(N(CC)CC)C.O. Product: [Cl:21][C:16]1[CH:15]=[C:14]([CH:13]2[O:12][CH2:11][CH2:10][N:9]([C:22]([O:24][C:25]([CH3:27])([CH3:26])[CH3:28])=[O:23])[CH2:8][CH:7]2[NH:6][S:2]([CH3:1])(=[O:4])=[O:3])[CH:19]=[CH:18][C:17]=1[Cl:20]. The catalyst class is: 1. (5) Reactant: [CH3:1][O:2][C:3](=[O:18])/[C:4](/[C:10]1[CH:15]=[CH:14][C:13]([O:16][CH3:17])=[CH:12][CH:11]=1)=[CH:5]/[C:6]([O:8][CH3:9])=[O:7]. Product: [CH3:1][O:2][C:3](=[O:18])[CH:4]([C:10]1[CH:11]=[CH:12][C:13]([O:16][CH3:17])=[CH:14][CH:15]=1)[CH2:5][C:6]([O:8][CH3:9])=[O:7]. The catalyst class is: 261. (6) Reactant: C(N(CC)CC)C.Cl.[NH2:9][CH2:10][CH2:11][CH2:12][C:13]([NH2:15])=[O:14].C(OP(C#N)(=O)OCC)C.[C:26]([O:30][C:31]([NH:33][C@@H:34]([CH2:50][C@@H:51]([CH:67]([CH3:69])[CH3:68])[CH2:52][C:53]1[CH:58]=[CH:57][C:56]([O:59][CH3:60])=[C:55]([O:61][CH2:62][CH2:63][CH2:64][O:65][CH3:66])[CH:54]=1)[C@@H:35]([O:42][Si:43]([C:46]([CH3:49])([CH3:48])[CH3:47])([CH3:45])[CH3:44])[CH2:36][C@@H:37]([CH3:41])[C:38](O)=[O:39])=[O:32])([CH3:29])([CH3:28])[CH3:27]. Product: [C:13]([CH2:12][CH2:11][CH2:10][NH:9][C:38](=[O:39])[C@H:37]([CH3:41])[CH2:36][C@H:35]([O:42][Si:43]([C:46]([CH3:47])([CH3:49])[CH3:48])([CH3:45])[CH3:44])[C@@H:34]([NH:33][C:31]([O:30][C:26]([CH3:28])([CH3:27])[CH3:29])=[O:32])[CH2:50][C@@H:51]([CH:67]([CH3:68])[CH3:69])[CH2:52][C:53]1[CH:58]=[CH:57][C:56]([O:59][CH3:60])=[C:55]([O:61][CH2:62][CH2:63][CH2:64][O:65][CH3:66])[CH:54]=1)(=[O:14])[NH2:15]. The catalyst class is: 9.